This data is from Forward reaction prediction with 1.9M reactions from USPTO patents (1976-2016). The task is: Predict the product of the given reaction. (1) Given the reactants [C:1]1([CH:7]2[CH:16]3[CH2:17][CH2:18][N:19](C([O-])=O)[CH:15]3[C:14]3[CH:13]=[CH:12][CH:11]=[CH:10][C:9]=3[NH:8]2)[CH:6]=[CH:5][CH:4]=[CH:3][CH:2]=1.[ClH:23], predict the reaction product. The product is: [ClH:23].[ClH:23].[C:1]1([C@H:7]2[C@H:16]3[CH2:17][CH2:18][NH:19][C@H:15]3[C:14]3[CH:13]=[CH:12][CH:11]=[CH:10][C:9]=3[NH:8]2)[CH:2]=[CH:3][CH:4]=[CH:5][CH:6]=1. (2) Given the reactants CO[C:3]1N=C[C:10]2[C:5](=[C:6]3[CH:20]=[CH:19][CH:18]=[CH:17][C:7]3=[C:8]3[CH:16]=[CH:15][CH:14]=[CH:13][C:9]3=2)[N:4]=1.Cl.[N:22]1[CH:27]=CC=CC=1.[OH2:28], predict the reaction product. The product is: [N:22]1[C:10]2[C:5](=[C:6]3[CH:20]=[CH:19][CH:18]=[CH:17][C:7]3=[C:8]3[CH:16]=[CH:15][CH:14]=[CH:13][C:9]3=2)[N:4]=[CH:3][C:27]=1[OH:28]. (3) Given the reactants [NH2:1][C:2]([C:4]1[CH:13]=[CH:12][C:7]([C:8]([O:10][CH3:11])=[O:9])=[C:6]([NH:14][CH2:15][CH3:16])[CH:5]=1)=O.P(Cl)(Cl)(Cl)=O.O, predict the reaction product. The product is: [C:2]([C:4]1[CH:13]=[CH:12][C:7]([C:8]([O:10][CH3:11])=[O:9])=[C:6]([NH:14][CH2:15][CH3:16])[CH:5]=1)#[N:1]. (4) The product is: [CH:26]1[C:28]2[C:29](=[CH:30][CH:31]=[CH:32][CH:33]=2)[CH:38]=[CH:39][C:34]=1[C@@H:4]([N:3]1[N:43]=[CH:44][CH:45]=[N:41]1)[C@H:6]1[CH2:11][CH2:10][CH2:9][NH:8][CH2:7]1. Given the reactants CO[N:3](C)[C:4]([C@H:6]1[CH2:11][CH2:10][CH2:9][N:8](C(OC(C)(C)C)=O)[CH2:7]1)=O.B1(C)O[C:26]([C:34]2[CH:39]=[CH:38]C=CC=2)([C:28]2[CH:33]=[CH:32][CH:31]=[CH:30][CH:29]=2)[C@@H]2N1CCC2.[NH:41]1[CH:45]=[CH:44][N:43]=N1.N1C=NN=N1, predict the reaction product. (5) Given the reactants [C:1](O)(=O)[CH3:2].[C:5](O[BH-](OC(=O)C)OC(=O)C)(=O)C.[Na+].[NH2:19][C:20]1[CH:45]=[CH:44][C:23]([CH2:24][N:25]2[C:33]3[C:28](=[CH:29][C:30]([Cl:34])=[CH:31][CH:32]=3)[C:27]([C:36]3[CH:41]=[CH:40][CH:39]=[CH:38][C:37]=3[Cl:42])([CH3:35])[C:26]2=[O:43])=[C:22]([O:46][CH3:47])[CH:21]=1.C(=O)([O-])O.[Na+], predict the reaction product. The product is: [Cl:34][C:30]1[CH:29]=[C:28]2[C:33](=[CH:32][CH:31]=1)[N:25]([CH2:24][C:23]1[CH:44]=[CH:45][C:20]([NH:19][CH:1]([CH3:2])[CH3:5])=[CH:21][C:22]=1[O:46][CH3:47])[C:26](=[O:43])[C:27]2([C:36]1[CH:41]=[CH:40][CH:39]=[CH:38][C:37]=1[Cl:42])[CH3:35]. (6) Given the reactants [F:1][C:2]1[C:7]2[CH2:8][CH2:9][CH2:10][CH2:11][C:12](=[O:13])[C:6]=2[CH:5]=[CH:4][C:3]=1[N:14]1[CH2:18][C@H:17]([CH2:19][NH:20][C:21](=[O:23])[CH3:22])[O:16][C:15]1=[O:24].CO[CH:27](OC)[N:28]([CH3:30])[CH3:29], predict the reaction product. The product is: [CH3:27][N:28]([CH:30]=[C:11]1[CH2:10][CH2:9][CH2:8][C:7]2[C:2]([F:1])=[C:3]([N:14]3[CH2:18][C@H:17]([CH2:19][NH:20][C:21](=[O:23])[CH3:22])[O:16][C:15]3=[O:24])[CH:4]=[CH:5][C:6]=2[C:12]1=[O:13])[CH3:29]. (7) Given the reactants Br[C:2]1[S:6][C:5]([CH2:7][NH:8][C:9]23[CH2:18][CH:13]4[CH2:14][CH:15]([CH2:17][CH:11]([CH2:12]4)[CH2:10]2)[CH2:16]3)=[CH:4][CH:3]=1.[CH3:19][C:20]1[O:24][C:23]([B-](F)(F)F)=[CH:22][CH:21]=1.[K+], predict the reaction product. The product is: [CH3:19][C:20]1[O:24][C:23]([C:2]2[S:6][C:5]([CH2:7][NH:8][C:9]34[CH2:18][CH:13]5[CH2:14][CH:15]([CH2:17][CH:11]([CH2:12]5)[CH2:10]3)[CH2:16]4)=[CH:4][CH:3]=2)=[CH:22][CH:21]=1. (8) Given the reactants [CH:1]([C:4]1[N:5]=[C:6]([C:9](Cl)=[O:10])[S:7][CH:8]=1)([CH3:3])[CH3:2].[NH2:12][C:13]1[CH:18]=[C:17]([Cl:19])[C:16]([O:20][CH3:21])=[CH:15][C:14]=1[C:22](=[O:24])[CH3:23].C(C1C=CC(OC)=CC=1NC(C1SC=C(C(C)C)N=1)=O)(=O)C, predict the reaction product. The product is: [C:22]([C:14]1[C:13]([NH:12][C:9]([C:6]2[S:7][CH:8]=[C:4]([CH:1]([CH3:3])[CH3:2])[N:5]=2)=[O:10])=[CH:18][C:17]([Cl:19])=[C:16]([O:20][CH3:21])[CH:15]=1)(=[O:24])[CH3:23]. (9) Given the reactants C(OC([NH:8][C@H:9]([C:26]([O:28][CH3:29])=[O:27])[CH2:10][C:11]1[CH:16]=[CH:15][C:14]([N:17]2[C:22](=[O:23])[CH:21]=[CH:20][N:19]([CH3:24])[C:18]2=[O:25])=[CH:13][CH:12]=1)=O)(C)(C)C, predict the reaction product. The product is: [CH3:24][N:19]1[CH:20]=[CH:21][C:22](=[O:23])[N:17]([C:14]2[CH:13]=[CH:12][C:11]([CH2:10][C@@H:9]([C:26]([O:28][CH3:29])=[O:27])[NH2:8])=[CH:16][CH:15]=2)[C:18]1=[O:25].